This data is from Reaction yield outcomes from USPTO patents with 853,638 reactions. The task is: Predict the reaction yield, written as a fraction of the theoretical maximum amount of product (1.0 means a 100% yield; for example, 0.34 means a 34% yield). (1) The reactants are [F:1][C:2]([F:27])([F:26])[C:3]1[CH:4]=[CH:5][CH:6]=[C:7]2[C:12]=1[N:11]=[CH:10][C:9]([C:13](OCC)=O)=[C:8]2OS(C(F)(F)F)(=O)=O.OC1[C:38]2[C:33](=[C:34](C(F)(F)F)[CH:35]=[CH:36][CH:37]=2)N=CC=1C(O)=O.C(OCC)C.[CH:51]1[CH:56]=[CH:55]C([C:51]2[CH:56]=[CH:55]C=[CH:53][CH:52]=2)=[CH:53][CH:52]=1.[CH:51]1[CH:56]=[CH:55]C(O[C:51]2[CH:56]=[CH:55]C=[CH:53][CH:52]=2)=[CH:53][CH:52]=1. The yield is 0.720. The product is [C:13]1([C:9]2[CH:10]=[N:11][C:12]3[C:7]([C:8]=2[C:33]2[CH:34]=[CH:35][CH:36]=[CH:37][CH:38]=2)=[CH:6][CH:5]=[CH:4][C:3]=3[C:2]([F:1])([F:26])[F:27])[CH:55]=[CH:56][CH:51]=[CH:52][CH:53]=1. No catalyst specified. (2) The product is [Cl:15][C:12]1[N:13]=[CH:14][C:9]([CH2:8][N:3]2[CH2:4][CH2:5][CH2:6][N:1]=[CH:2]2)=[CH:10][CH:11]=1. The catalyst is C(#N)C. The yield is 0.352. The reactants are [NH:1]1[CH2:6][CH2:5][CH2:4][N:3]=[CH:2]1.Br[CH2:8][C:9]1[CH:10]=[CH:11][C:12]([Cl:15])=[N:13][CH:14]=1.